The task is: Predict hERG channel inhibition at various concentrations.. This data is from hERG Central: cardiac toxicity at 1µM, 10µM, and general inhibition. (1) The drug is O=C(c1ccccc1)N1CCN=C1SCc1ccc([N+](=O)[O-])cc1. Results: hERG_inhib (hERG inhibition (general)): blocker. (2) The molecule is COc1ccc(/C=C/C(=O)Nc2ccccc2)cc1S(=O)(=O)N1CCOCC1. Results: hERG_inhib (hERG inhibition (general)): blocker. (3) The molecule is O=C(Cc1ccc(Br)cc1)NC1CCN(Cc2ccccc2)CC1. Results: hERG_inhib (hERG inhibition (general)): blocker. (4) The molecule is CCCN(CC(=O)Nc1ccccc1C)C(=O)C1CCN(c2ncnc3sc(C)c(C)c23)CC1. Results: hERG_inhib (hERG inhibition (general)): blocker. (5) The molecule is CCN(c1ccccc1)S(=O)(=O)c1ccc(C(=O)N(CCN(C)C)c2nc3c(F)cc(F)cc3s2)cc1.Cl. Results: hERG_inhib (hERG inhibition (general)): blocker.